From a dataset of Full USPTO retrosynthesis dataset with 1.9M reactions from patents (1976-2016). Predict the reactants needed to synthesize the given product. (1) Given the product [CH3:1][O:2][C:3](=[O:14])[C:4]1[CH:9]=[C:8]([N+:10]([O-:12])=[O:11])[CH:7]=[C:6]([NH:13][C:26](=[O:27])[CH2:25][CH2:24][CH2:23][Cl:22])[CH:5]=1, predict the reactants needed to synthesize it. The reactants are: [CH3:1][O:2][C:3](=[O:14])[C:4]1[CH:9]=[C:8]([N+:10]([O-:12])=[O:11])[CH:7]=[C:6]([NH2:13])[CH:5]=1.CCN(CC)CC.[Cl:22][CH2:23][CH2:24][CH2:25][C:26](Cl)=[O:27]. (2) Given the product [F:1][C:2]1[CH:3]=[C:4]2[C:9](=[CH:10][CH:11]=1)[N:8]=[C:7]([CH:12]=[O:13])[C:6]([CH3:17])=[N:5]2, predict the reactants needed to synthesize it. The reactants are: [F:1][C:2]1[CH:3]=[C:4]2[C:9](=[CH:10][CH:11]=1)[N:8]=[C:7]([C:12](OCC)=[O:13])[C:6]([CH3:17])=[N:5]2.[H-].C([Al+]CC(C)C)C(C)C.CO. (3) Given the product [CH:1]1([C:5]2[C:12]([C:13]3[NH:17][C:16]([O:18][CH3:19])=[N:15][N:14]=3)=[CH:11][C:8]([C:9]#[N:10])=[C:7]([CH3:21])[CH:6]=2)[CH2:2][CH2:3][CH2:4]1, predict the reactants needed to synthesize it. The reactants are: [CH:1]1([C:5]2[C:12]([C:13]3[NH:17][C:16]([O:18][CH2:19]C)=[N:15][N:14]=3)=[CH:11][C:8]([C:9]#[N:10])=[C:7]([CH3:21])[CH:6]=2)[CH2:4][CH2:3][CH2:2]1.CO. (4) Given the product [CH2:14]([N:4]([CH2:1][C:2]#[CH:3])[C:5](=[O:11])[O:6][C:7]([CH3:8])([CH3:10])[CH3:9])[CH3:15], predict the reactants needed to synthesize it. The reactants are: [CH2:1]([NH:4][C:5](=[O:11])[O:6][C:7]([CH3:10])([CH3:9])[CH3:8])[C:2]#[CH:3].[H-].[Na+].[CH2:14](I)[CH3:15]. (5) Given the product [CH3:30][N:11]1[CH2:10][CH2:9][C:8]2[C:2](=[O:1])[N:3]([CH2:17][CH2:18][O:19][C:20]3[CH:21]=[CH:22][C:23]([C:24]([O:26][CH3:27])=[O:25])=[CH:28][CH:29]=3)[C:4]3[CH:16]=[CH:15][CH:14]=[CH:13][C:5]=3[O:6][C:7]=2[CH2:12]1, predict the reactants needed to synthesize it. The reactants are: [O:1]=[C:2]1[C:8]2[CH:9]=[CH:10][N:11]=[CH:12][C:7]=2[O:6][C:5]2[CH:13]=[CH:14][CH:15]=[CH:16][C:4]=2[N:3]1[CH2:17][CH2:18][O:19][C:20]1[CH:29]=[CH:28][C:23]([C:24]([O:26][CH3:27])=[O:25])=[CH:22][CH:21]=1.[CH3:30]I. (6) Given the product [C:1]([O:5][C:6]([N:8]1[CH2:9][C@H:10]([CH2:25][OH:26])[N:11]([CH2:15][C:28]2[CH:33]=[CH:32][CH:31]=[CH:30][CH:29]=2)[CH2:12][C@H:13]1[CH3:14])=[O:7])([CH3:2])([CH3:3])[CH3:4], predict the reactants needed to synthesize it. The reactants are: [C:1]([O:5][C:6]([N:8]1[C@H:13]([CH3:14])[CH2:12][N:11]([C:15](OCC2C=CC=CC=2)=O)[C@@H:10]([CH2:25][OH:26])[CH2:9]1)=[O:7])([CH3:4])([CH3:3])[CH3:2].C(=O)[C:28]1[CH:33]=[CH:32][CH:31]=[CH:30][CH:29]=1.C(O[BH-](OC(=O)C)OC(=O)C)(=O)C.[Na+].ClCCCl. (7) Given the product [CH3:3][C:2]([OH:41])([C:4]1[CH:5]=[CH:6][CH:7]=[CH:8][C:9]=1[CH2:10][CH2:11][C@@H:12]([S:32][CH2:33][C:34]1([CH2:37][C:38]([OH:40])=[O:39])[CH2:35][CH2:36]1)[C:13]1[CH:14]=[CH:15][CH:16]=[C:17](/[CH:19]=[CH:20]/[C:21]2[CH:22]=[CH:23][C:24]3[CH:25]=[CH:26][C:27]([Cl:31])=[CH:28][C:29]=3[N:30]=2)[CH:18]=1)[CH3:1], predict the reactants needed to synthesize it. The reactants are: [CH3:1][C:2]([OH:41])([C:4]1[CH:5]=[CH:6][CH:7]=[CH:8][C:9]=1[CH2:10][CH2:11][C@@H:12]([S:32][CH2:33][C:34]1([CH2:37][C:38]([O-:40])=[O:39])[CH2:36][CH2:35]1)[C:13]1[CH:14]=[CH:15][CH:16]=[C:17](/[CH:19]=[CH:20]/[C:21]2[CH:22]=[CH:23][C:24]3[CH:25]=[CH:26][C:27]([Cl:31])=[CH:28][C:29]=3[N:30]=2)[CH:18]=1)[CH3:3].[Na+].C(O)[C@H]([C@H]([C@@H]([C@@H](CO)O)O)O)O.[Si](O)(O)(O)O.C([O-])(=O)CCCCCCCCCCCCCCCCC.[Mg+2].C([O-])(=O)CCCCCCCCCCCCCCCCC. (8) Given the product [Cl:32][C:29]1[S:28][C:27]([C:25]2[CH:24]=[C:23]([C:33]([F:34])([F:35])[F:36])[N:22]=[C:21]([C:17]3[CH:16]=[C:15]([C:11]4[CH:12]=[CH:13][CH:14]=[C:9]([S:6]([NH2:5])(=[O:8])=[O:7])[CH:10]=4)[CH:20]=[CH:19][CH:18]=3)[N:26]=2)=[CH:31][CH:30]=1, predict the reactants needed to synthesize it. The reactants are: C([NH:5][S:6]([C:9]1[CH:10]=[C:11]([C:15]2[CH:20]=[CH:19][CH:18]=[C:17]([C:21]3[N:26]=[C:25]([C:27]4[S:28][C:29]([Cl:32])=[CH:30][CH:31]=4)[CH:24]=[C:23]([C:33]([F:36])([F:35])[F:34])[N:22]=3)[CH:16]=2)[CH:12]=[CH:13][CH:14]=1)(=[O:8])=[O:7])(C)(C)C.C(O)(C(F)(F)F)=O.